Dataset: Full USPTO retrosynthesis dataset with 1.9M reactions from patents (1976-2016). Task: Predict the reactants needed to synthesize the given product. (1) The reactants are: Cl.[S:2]1[CH2:7][CH2:6][N:5]([CH2:8][C:9]([OH:11])=O)[CH2:4][CH2:3]1.[NH2:12][C@@H:13]([CH2:31][O:32][CH2:33][C:34]1[CH:39]=[CH:38][CH:37]=[CH:36][CH:35]=1)[C:14]([NH:16][C:17]1[CH:22]=[CH:21][C:20]([O:23][C:24]2[CH:29]=[CH:28][C:27]([F:30])=[CH:26][CH:25]=2)=[CH:19][CH:18]=1)=[O:15]. Given the product [CH2:33]([O:32][CH2:31][C@H:13]([NH:12][C:9](=[O:11])[CH2:8][N:5]1[CH2:4][CH2:3][S:2][CH2:7][CH2:6]1)[C:14]([NH:16][C:17]1[CH:22]=[CH:21][C:20]([O:23][C:24]2[CH:29]=[CH:28][C:27]([F:30])=[CH:26][CH:25]=2)=[CH:19][CH:18]=1)=[O:15])[C:34]1[CH:39]=[CH:38][CH:37]=[CH:36][CH:35]=1, predict the reactants needed to synthesize it. (2) Given the product [Br:1][C:2]1[CH:3]=[CH:4][C:5]2[O:9][C:8]([CH:10]=[O:11])=[C:7]([CH3:12])[C:6]=2[C:13]=1[O:14][CH3:15], predict the reactants needed to synthesize it. The reactants are: [Br:1][C:2]1[CH:3]=[CH:4][C:5]2[O:9][C:8]([CH2:10][OH:11])=[C:7]([CH3:12])[C:6]=2[C:13]=1[O:14][CH3:15].CC(OI1(OC(C)=O)(OC(C)=O)OC(=O)C2C=CC=CC1=2)=O. (3) The reactants are: [N:1]1[CH:6]=[CH:5][CH:4]=[C:3]([C:7]2[CH:15]=[CH:14][C:10]([C:11](O)=[O:12])=[CH:9][CH:8]=2)[CH:2]=1.S(Cl)([Cl:18])=O. Given the product [N:1]1[CH:6]=[CH:5][CH:4]=[C:3]([C:7]2[CH:15]=[CH:14][C:10]([C:11]([Cl:18])=[O:12])=[CH:9][CH:8]=2)[CH:2]=1, predict the reactants needed to synthesize it. (4) Given the product [CH2:11]([C:9]1[S:8][C:6]2[N:7]=[C:2]([NH:34][CH2:33][C:32]3[CH:35]=[CH:36][C:29]([F:28])=[CH:30][CH:31]=3)[N:3]=[C:4]([N:13]3[CH2:18][CH2:17][N:16]([C:19](=[O:27])[CH2:20][C:21]4[CH:26]=[CH:25][CH:24]=[CH:23][CH:22]=4)[CH2:15][CH2:14]3)[C:5]=2[CH:10]=1)[CH3:12], predict the reactants needed to synthesize it. The reactants are: Cl[C:2]1[N:3]=[C:4]([N:13]2[CH2:18][CH2:17][N:16]([C:19](=[O:27])[CH2:20][C:21]3[CH:26]=[CH:25][CH:24]=[CH:23][CH:22]=3)[CH2:15][CH2:14]2)[C:5]2[CH:10]=[C:9]([CH2:11][CH3:12])[S:8][C:6]=2[N:7]=1.[F:28][C:29]1[CH:36]=[CH:35][C:32]([CH2:33][NH2:34])=[CH:31][CH:30]=1. (5) Given the product [Cl:1][C:2]1[CH:10]=[C:9]2[C:5]([C:6]([CH3:32])=[CH:7][N:8]2[S:11]([C:14]2[C:23]3[C:18](=[CH:19][CH:20]=[CH:21][CH:22]=3)[C:17]([O:24][CH3:25])=[C:16]([N:26]3[CH2:27][CH2:28][N:29]([CH3:33])[CH2:30][CH2:31]3)[CH:15]=2)(=[O:13])=[O:12])=[CH:4][CH:3]=1, predict the reactants needed to synthesize it. The reactants are: [Cl:1][C:2]1[CH:10]=[C:9]2[C:5]([C:6]([CH3:32])=[CH:7][N:8]2[S:11]([C:14]2[C:23]3[C:18](=[CH:19][CH:20]=[CH:21][CH:22]=3)[C:17]([O:24][CH3:25])=[C:16]([N:26]3[CH2:31][CH2:30][NH:29][CH2:28][CH2:27]3)[CH:15]=2)(=[O:13])=[O:12])=[CH:4][CH:3]=1.[C:33]([BH3-])#N.[Na+].C=O. (6) Given the product [CH2:1]([N:8]1[CH2:9][CH2:10][N:11]([CH2:14][C@@H:16]2[CH2:20][CH2:19][CH2:18][N:17]2[CH3:21])[CH2:12][CH2:13]1)[C:2]1[CH:7]=[CH:6][CH:5]=[CH:4][CH:3]=1, predict the reactants needed to synthesize it. The reactants are: [CH2:1]([N:8]1[CH2:13][CH2:12][N:11]([C:14]([C@@H:16]2[CH2:20][CH2:19][CH2:18][N:17]2[C:21](OC(C)(C)C)=O)=O)[CH2:10][CH2:9]1)[C:2]1[CH:7]=[CH:6][CH:5]=[CH:4][CH:3]=1.[H-].[Al+3].[Li+].[H-].[H-].[H-]. (7) The reactants are: [NH2:1][C:2]1[C:10](Br)=[C:9]2[C:5]([CH2:6][CH2:7][CH:8]2[OH:12])=[CH:4][CH:3]=1.C[C:14]([N:16](C)C)=O. Given the product [NH2:1][C:2]1[C:10]([C:14]#[N:16])=[C:9]2[C:5]([CH2:6][CH2:7][CH:8]2[OH:12])=[CH:4][CH:3]=1, predict the reactants needed to synthesize it.